Dataset: Full USPTO retrosynthesis dataset with 1.9M reactions from patents (1976-2016). Task: Predict the reactants needed to synthesize the given product. (1) Given the product [OH:36][CH2:35][CH2:34][N:32]([CH3:33])[C:31](=[O:37])[C:28]1[CH:27]=[CH:26][C:25]([C:14](=[C:11]2[CH2:12][CH2:13][NH:8][CH2:9][CH2:10]2)[C:15]2[CH:16]=[CH:17][CH:18]=[C:19]3[C:24]=2[N:23]=[CH:22][CH:21]=[CH:20]3)=[CH:30][CH:29]=1, predict the reactants needed to synthesize it. The reactants are: C(OC([N:8]1[CH2:13][CH2:12][C:11](=[C:14]([C:25]2[CH:30]=[CH:29][C:28]([C:31](=[O:37])[N:32]([CH2:34][CH2:35][OH:36])[CH3:33])=[CH:27][CH:26]=2)[C:15]2[CH:16]=[CH:17][CH:18]=[C:19]3[C:24]=2[N:23]=[CH:22][CH:21]=[CH:20]3)[CH2:10][CH2:9]1)=O)(C)(C)C.Cl. (2) Given the product [O:1]1[C@H:11]2[CH2:12][C:9]3[CH:8]=[CH:7][CH:6]=[CH:5][C:4]=3[C@@H:10]12, predict the reactants needed to synthesize it. The reactants are: [O-:1]Cl.[Na+].[C:4]1([CH2:10][CH2:11][CH2:12]C2C=C[N+]([O-])=CC=2)[CH:9]=[CH:8][CH:7]=[CH:6][CH:5]=1.C1C2C(=CC=CC=2)C=C1. (3) Given the product [CH:1]1[CH:2]=[CH:3][C:4]2[N:16]([C:17]([NH2:19])=[O:18])[C:15]3[CH:14]=[CH:13][CH:12]=[CH:11][C:10]=3[C@@H:8]([OH:9])[CH2:7][C:5]=2[CH:6]=1, predict the reactants needed to synthesize it. The reactants are: [CH:1]1[CH:2]=[CH:3][C:4]2[N:16]([C:17]([NH2:19])=[O:18])[C:15]3[CH:14]=[CH:13][CH:12]=[CH:11][C:10]=3[C:8](=[O:9])[CH2:7][C:5]=2[CH:6]=1.C(O)=O.C(N(CC)CC)C. (4) The reactants are: [NH2:1][CH2:2][C:3]1[CH:4]=[C:5]([CH:8]=[C:9]([CH2:11][F:12])[CH:10]=1)[CH2:6][OH:7].N1C=CN=C1.[CH3:18][C:19]([Si:22](Cl)([CH3:24])[CH3:23])([CH3:21])[CH3:20]. Given the product [Si:22]([O:7][CH2:6][C:5]1[CH:4]=[C:3]([CH:10]=[C:9]([CH2:11][F:12])[CH:8]=1)[CH2:2][NH2:1])([C:19]([CH3:21])([CH3:20])[CH3:18])([CH3:24])[CH3:23], predict the reactants needed to synthesize it. (5) Given the product [CH:39]1([C:37]([NH:36][C:34]2[N:35]=[C:30]3[CH:29]=[CH:28][C:27]([O:26][C:25]4[CH:24]=[C:23]([NH:22][C:7]([C:5]5[C:4]([CH3:10])=[N:3][N:2]([CH3:1])[CH:6]=5)=[O:8])[CH:44]=[CH:43][CH:42]=4)=[CH:32][N:31]3[N:33]=2)=[O:38])[CH2:40][CH2:41]1, predict the reactants needed to synthesize it. The reactants are: [CH3:1][N:2]1[CH:6]=[C:5]([C:7](O)=[O:8])[C:4]([CH3:10])=[N:3]1.O1CCCC1.C(Cl)(=O)C(Cl)=O.[NH2:22][C:23]1[CH:24]=[C:25]([CH:42]=[CH:43][CH:44]=1)[O:26][C:27]1[CH:28]=[CH:29][C:30]2[N:31]([N:33]=[C:34]([NH:36][C:37]([CH:39]3[CH2:41][CH2:40]3)=[O:38])[N:35]=2)[CH:32]=1.